This data is from NCI-60 drug combinations with 297,098 pairs across 59 cell lines. The task is: Regression. Given two drug SMILES strings and cell line genomic features, predict the synergy score measuring deviation from expected non-interaction effect. (1) Cell line: HOP-62. Drug 2: CC1CCC2CC(C(=CC=CC=CC(CC(C(=O)C(C(C(=CC(C(=O)CC(OC(=O)C3CCCCN3C(=O)C(=O)C1(O2)O)C(C)CC4CCC(C(C4)OC)OCCO)C)C)O)OC)C)C)C)OC. Drug 1: C1CN1P(=S)(N2CC2)N3CC3. Synergy scores: CSS=32.9, Synergy_ZIP=-0.287, Synergy_Bliss=1.86, Synergy_Loewe=-3.20, Synergy_HSA=-2.49. (2) Cell line: SK-OV-3. Synergy scores: CSS=3.30, Synergy_ZIP=-5.89, Synergy_Bliss=-2.64, Synergy_Loewe=-0.921, Synergy_HSA=-1.28. Drug 2: CCC(=C(C1=CC=CC=C1)C2=CC=C(C=C2)OCCN(C)C)C3=CC=CC=C3.C(C(=O)O)C(CC(=O)O)(C(=O)O)O. Drug 1: CC1OCC2C(O1)C(C(C(O2)OC3C4COC(=O)C4C(C5=CC6=C(C=C35)OCO6)C7=CC(=C(C(=C7)OC)O)OC)O)O. (3) Drug 1: C1CCC(C1)C(CC#N)N2C=C(C=N2)C3=C4C=CNC4=NC=N3. Drug 2: CN1C2=C(C=C(C=C2)N(CCCl)CCCl)N=C1CCCC(=O)O.Cl. Cell line: COLO 205. Synergy scores: CSS=-0.891, Synergy_ZIP=5.90, Synergy_Bliss=6.57, Synergy_Loewe=-5.13, Synergy_HSA=-4.02. (4) Synergy scores: CSS=28.2, Synergy_ZIP=-5.44, Synergy_Bliss=-6.75, Synergy_Loewe=-25.4, Synergy_HSA=-5.43. Drug 1: C1=CC(=CC=C1CC(C(=O)O)N)N(CCCl)CCCl.Cl. Drug 2: C1=NC2=C(N=C(N=C2N1C3C(C(C(O3)CO)O)F)Cl)N. Cell line: NCIH23.